From a dataset of Full USPTO retrosynthesis dataset with 1.9M reactions from patents (1976-2016). Predict the reactants needed to synthesize the given product. Given the product [F:1][C:2]1[CH:11]=[C:10]2[C:5]([C@H:6]([NH:12][C:13]([C@@H:15]3[CH2:20][N:19]4[CH2:21][C@H:22]([O:24][CH2:25][C:26]([F:27])([F:29])[F:28])[CH2:23][C@@H:18]4[CH2:17][NH:16]3)=[O:14])[CH2:7][CH2:8][O:9]2)=[CH:4][CH:3]=1, predict the reactants needed to synthesize it. The reactants are: [F:1][C:2]1[CH:11]=[C:10]2[C:5]([C@H:6]([NH:12][C:13]([C@@H:15]3[CH2:20][N:19]4[CH2:21][C@H:22]([O:24][CH2:25][C:26]([F:29])([F:28])[F:27])[CH2:23][C@@H:18]4[CH2:17][N:16]3C(OC(C)(C)C)=O)=[O:14])[CH2:7][CH2:8][O:9]2)=[CH:4][CH:3]=1.C(OCC)(=O)C.Cl.O.C(=O)([O-])O.[Na+].